Dataset: CYP3A4 inhibition data for predicting drug metabolism from PubChem BioAssay. Task: Regression/Classification. Given a drug SMILES string, predict its absorption, distribution, metabolism, or excretion properties. Task type varies by dataset: regression for continuous measurements (e.g., permeability, clearance, half-life) or binary classification for categorical outcomes (e.g., BBB penetration, CYP inhibition). Dataset: cyp3a4_veith. The drug is Cc1ccccc1OCCNC(=S)Nc1ccccc1. The result is 1 (inhibitor).